Dataset: Full USPTO retrosynthesis dataset with 1.9M reactions from patents (1976-2016). Task: Predict the reactants needed to synthesize the given product. (1) Given the product [CH3:1][C:2]1[CH:7]=[C:6]([N+:8]([O-:10])=[O:9])[C:5]([O:11][CH3:12])=[CH:4][C:3]=1[N:13]1[CH2:18][CH2:17][N:16]([CH2:24][CH2:23][S:20]([CH3:19])(=[O:22])=[O:21])[CH2:15][CH2:14]1, predict the reactants needed to synthesize it. The reactants are: [CH3:1][C:2]1[CH:7]=[C:6]([N+:8]([O-:10])=[O:9])[C:5]([O:11][CH3:12])=[CH:4][C:3]=1[N:13]1[CH2:18][CH2:17][NH:16][CH2:15][CH2:14]1.[CH3:19][S:20]([CH:23]=[CH2:24])(=[O:22])=[O:21]. (2) Given the product [Cl:20][C:17]1[CH:18]=[CH:19][C:14]([N:11]2[CH2:12][CH2:13][N:8]([C:6]3[N:7]=[C:2]([NH:25][CH2:26][C:27]4[CH:28]=[C:29]([OH:33])[N:30]([CH3:32])[N:31]=4)[C:3]4[S:23](=[O:24])[CH2:22][CH2:21][C:4]=4[N:5]=3)[CH2:9][CH2:10]2)=[CH:15][CH:16]=1, predict the reactants needed to synthesize it. The reactants are: Cl[C:2]1[C:3]2[S:23](=[O:24])[CH2:22][CH2:21][C:4]=2[N:5]=[C:6]([N:8]2[CH2:13][CH2:12][N:11]([C:14]3[CH:19]=[CH:18][C:17]([Cl:20])=[CH:16][CH:15]=3)[CH2:10][CH2:9]2)[N:7]=1.[NH2:25][CH2:26][C:27]1[CH:28]=[C:29]([OH:33])[N:30]([CH3:32])[N:31]=1.C(N(C(C)C)CC)(C)C.O. (3) Given the product [F:14][C:7]1[C:8]([CH3:13])([CH3:12])[O:9][C:10]2[C:5]([C:6]=1[C:15]1[CH:20]=[CH:19][C:18]([F:21])=[CH:17][CH:16]=1)=[CH:4][CH:3]=[C:2]([NH:23][C:22](=[O:29])[O:24][C:25]([CH3:28])([CH3:27])[CH3:26])[CH:11]=2, predict the reactants needed to synthesize it. The reactants are: Cl[C:2]1[CH:11]=[C:10]2[C:5]([C:6]([C:15]3[CH:20]=[CH:19][C:18]([F:21])=[CH:17][CH:16]=3)=[C:7]([F:14])[C:8]([CH3:13])([CH3:12])[O:9]2)=[CH:4][CH:3]=1.[C:22](=[O:29])([O:24][C:25]([CH3:28])([CH3:27])[CH3:26])[NH2:23]. (4) Given the product [CH3:1][O:2][C:3]1[CH:4]=[C:5]2[C:10](=[CH:11][C:12]=1[O:13][CH3:14])[N:9]=[CH:8][CH:7]=[C:6]2[O:15][C:16]1[CH:22]=[CH:21][C:19]([NH:20][C:43](=[O:49])[O:42][CH2:40][CH2:63][CH2:62][S:61][C:58]2[CH:59]=[CH:60][C:55]([C:51]([CH3:52])([CH3:54])[CH3:53])=[CH:56][CH:57]=2)=[C:18]([CH3:23])[C:17]=1[CH3:24], predict the reactants needed to synthesize it. The reactants are: [CH3:1][O:2][C:3]1[CH:4]=[C:5]2[C:10](=[CH:11][C:12]=1[O:13][CH3:14])[N:9]=[CH:8][CH:7]=[C:6]2[O:15][C:16]1[CH:22]=[CH:21][C:19]([NH2:20])=[C:18]([CH3:23])[C:17]=1[CH3:24].C1(C)C=CC=CC=1.C(N(CC)CC)C.Cl[C:40](Cl)([O:42][C:43](=[O:49])OC(Cl)(Cl)Cl)Cl.[C:51]([C:55]1[CH:60]=[CH:59][C:58]([S:61][CH2:62][CH2:63]CO)=[CH:57][CH:56]=1)([CH3:54])([CH3:53])[CH3:52]. (5) Given the product [Cl:28][C:29]1[CH:37]=[CH:36][C:35]2[N:34](/[CH:2]=[C:3](\[C:5]3[CH:10]=[CH:9][C:8]([F:11])=[CH:7][CH:6]=3)/[CH3:4])[C:33]3[CH2:38][CH2:39][N:40]([CH3:42])[CH2:41][C:32]=3[C:31]=2[CH:30]=1, predict the reactants needed to synthesize it. The reactants are: Br[CH:2]=[C:3]([C:5]1[CH:10]=[CH:9][C:8]([F:11])=[CH:7][CH:6]=1)[CH3:4].P([O-])([O-])([O-])=O.[K+].[K+].[K+].N1CCC[C@H]1C(O)=O.[Cl:28][C:29]1[CH:37]=[CH:36][C:35]2[NH:34][C:33]3[CH2:38][CH2:39][N:40]([CH3:42])[CH2:41][C:32]=3[C:31]=2[CH:30]=1. (6) The reactants are: [CH2:1]([O:8][C@@H:9]1[C@@H:17]([CH:18]([OH:23])[C:19]([F:22])([F:21])[F:20])[O:16][C@H:15]2[C@H:11]([N:12]=[C:13]([N:24](CC=C)[C:25](=[O:31])[O:26][C:27]([CH3:30])([CH3:29])[CH3:28])[S:14]2)[C@H:10]1[O:35][CH2:36][C:37]1[CH:42]=[CH:41][CH:40]=[CH:39][CH:38]=1)[C:2]1[CH:7]=[CH:6][CH:5]=[CH:4][CH:3]=1.C(N(CC)CC)C.C(O)=O.C([O-])(O)=O.[Na+]. Given the product [CH2:1]([O:8][C@@H:9]1[C@@H:17]([CH:18]([OH:23])[C:19]([F:20])([F:22])[F:21])[O:16][C@H:15]2[C@H:11]([N:12]=[C:13]([NH:24][C:25](=[O:31])[O:26][C:27]([CH3:30])([CH3:29])[CH3:28])[S:14]2)[C@H:10]1[O:35][CH2:36][C:37]1[CH:38]=[CH:39][CH:40]=[CH:41][CH:42]=1)[C:2]1[CH:3]=[CH:4][CH:5]=[CH:6][CH:7]=1, predict the reactants needed to synthesize it. (7) Given the product [O-:20][S:17]([C:13]([F:16])([F:15])[F:14])(=[O:19])=[O:18].[F:1][C:2]1[C:8]([F:9])=[C:7]([F:10])[C:6]([F:11])=[C:5]([F:12])[C:3]=1[NH3+:4], predict the reactants needed to synthesize it. The reactants are: [F:1][C:2]1[C:8]([F:9])=[C:7]([F:10])[C:6]([F:11])=[C:5]([F:12])[C:3]=1[NH2:4].[C:13]([S:17]([OH:20])(=[O:19])=[O:18])([F:16])([F:15])[F:14]. (8) Given the product [NH2:9][C@@H:8]1[CH2:7][CH2:6][N:5]([CH2:17][CH2:18][N:19]2[C:28]3[C:23](=[CH:24][CH:25]=[C:26]([O:29][CH3:30])[CH:27]=3)[N:22]=[CH:21][C:20]2=[O:31])[CH2:4][C@@H:3]1[O:2][CH3:1], predict the reactants needed to synthesize it. The reactants are: [CH3:1][O:2][C@@H:3]1[C@H:8]([NH:9]C(=O)OC(C)(C)C)[CH2:7][CH2:6][N:5]([CH2:17][CH2:18][N:19]2[C:28]3[C:23](=[CH:24][CH:25]=[C:26]([O:29][CH3:30])[CH:27]=3)[N:22]=[CH:21][C:20]2=[O:31])[CH2:4]1.FC(F)(F)C(O)=O.